Dataset: CYP2C9 inhibition data for predicting drug metabolism from PubChem BioAssay. Task: Regression/Classification. Given a drug SMILES string, predict its absorption, distribution, metabolism, or excretion properties. Task type varies by dataset: regression for continuous measurements (e.g., permeability, clearance, half-life) or binary classification for categorical outcomes (e.g., BBB penetration, CYP inhibition). Dataset: cyp2c9_veith. The compound is COc1ccc(CC(=O)NCCN2CCCC2)cc1.Cl. The result is 0 (non-inhibitor).